This data is from Reaction yield outcomes from USPTO patents with 853,638 reactions. The task is: Predict the reaction yield, written as a fraction of the theoretical maximum amount of product (1.0 means a 100% yield; for example, 0.34 means a 34% yield). (1) The catalyst is CO. The reactants are [CH2:1]([O:8][C:9]1[CH:14]=[CH:13][C:12]([N:15]2[C:19](=[O:20])[CH2:18][CH:17]([C:21]([OH:23])=[O:22])[CH2:16]2)=[CH:11][CH:10]=1)[C:2]1[CH:7]=[CH:6][CH:5]=[CH:4][CH:3]=1.S(=O)(=O)(O)O.Cl[CH2:30]Cl. The yield is 0.930. The product is [CH3:30][O:22][C:21]([CH:17]1[CH2:18][C:19](=[O:20])[N:15]([C:12]2[CH:13]=[CH:14][C:9]([O:8][CH2:1][C:2]3[CH:3]=[CH:4][CH:5]=[CH:6][CH:7]=3)=[CH:10][CH:11]=2)[CH2:16]1)=[O:23]. (2) The reactants are [Cl:1][C:2]1[CH:3]=[C:4]([CH:19]=[CH:20][C:21]=1[Cl:22])[CH2:5][C:6]1[N:7]=[C:8]([N:13]2[CH2:18][CH2:17][O:16][CH2:15][CH2:14]2)[S:9][C:10]=1[CH2:11]O.CC(C)(O)[C:25]#[N:26].N(C(N1CCCCC1)=O)=NC(N1CCCCC1)=O.C(P(CCCC)CCCC)CCC. The yield is 0.450. The catalyst is C1COCC1. The product is [Cl:1][C:2]1[CH:3]=[C:4]([CH:19]=[CH:20][C:21]=1[Cl:22])[CH2:5][C:6]1[N:7]=[C:8]([N:13]2[CH2:18][CH2:17][O:16][CH2:15][CH2:14]2)[S:9][C:10]=1[CH2:11][C:25]#[N:26]. (3) The reactants are Cl[C:2]1[N:7]=[C:6]([C:8]2[CH:17]=[CH:16][C:11]([C:12]([O:14][CH3:15])=[O:13])=[C:10]([O:18][CH3:19])[CH:9]=2)[C:5]([CH3:20])=[CH:4][N:3]=1.[O:21]1[CH2:26][CH2:25][N:24]([C:27]2[CH:33]=[CH:32][C:30]([NH2:31])=[CH:29][CH:28]=2)[CH2:23][CH2:22]1.O.C1(C)C=CC(S(O)(=O)=O)=CC=1.CO. The catalyst is O1CCOCC1. The product is [O:21]1[CH2:22][CH2:23][N:24]([C:27]2[CH:28]=[CH:29][C:30]([NH:31][C:2]3[N:7]=[C:6]([C:8]4[CH:17]=[CH:16][C:11]([C:12]([O:14][CH3:15])=[O:13])=[C:10]([O:18][CH3:19])[CH:9]=4)[C:5]([CH3:20])=[CH:4][N:3]=3)=[CH:32][CH:33]=2)[CH2:25][CH2:26]1. The yield is 0.320. (4) The reactants are [Cl:1][C:2]1[N:7]=[C:6]([NH2:8])[C:5]([CH3:9])=[CH:4][N:3]=1.[NH2:10][C@@H:11]1[CH2:16][CH2:15][C@H:14]([CH2:17][NH:18][C:19](=[O:34])[C:20]2[CH:25]=[C:24]([C:26]([F:29])([F:28])[F:27])[CH:23]=[C:22]([C:30]([F:33])([F:32])[F:31])[CH:21]=2)[CH2:13][CH2:12]1.CCN(C(C)C)C(C)C. The catalyst is CC(O)C. The product is [ClH:1].[NH2:8][C:6]1[C:5]([CH3:9])=[CH:4][N:3]=[C:2]([NH:10][C@@H:11]2[CH2:12][CH2:13][C@H:14]([CH2:17][NH:18][C:19](=[O:34])[C:20]3[CH:25]=[C:24]([C:26]([F:28])([F:29])[F:27])[CH:23]=[C:22]([C:30]([F:31])([F:32])[F:33])[CH:21]=3)[CH2:15][CH2:16]2)[N:7]=1. The yield is 0.700.